From a dataset of Catalyst prediction with 721,799 reactions and 888 catalyst types from USPTO. Predict which catalyst facilitates the given reaction. Reactant: [CH3:1][O:2][P:3]([CH2:6][CH2:7][CH2:8][C:9]1([CH3:28])[CH2:18][CH2:17][C:16]2[C:11](=[C:12]3[CH:26]4[CH2:27][CH:23]([CH2:24][CH2:25]4)[C:13]3=[C:14]([O:19]COC)[CH:15]=2)[O:10]1)(=[O:5])[OH:4].[CH3:29]O. Product: [CH3:29][O:4][P:3]([CH2:6][CH2:7][CH2:8][C:9]1([CH3:28])[CH2:18][CH2:17][C:16]2[C:11](=[C:12]3[CH:26]4[CH2:27][CH:23]([CH2:24][CH2:25]4)[C:13]3=[C:14]([OH:19])[CH:15]=2)[O:10]1)(=[O:5])[O:2][CH3:1]. The catalyst class is: 33.